From a dataset of Reaction yield outcomes from USPTO patents with 853,638 reactions. Predict the reaction yield, written as a fraction of the theoretical maximum amount of product (1.0 means a 100% yield; for example, 0.34 means a 34% yield). (1) The reactants are [CH3:1][O:2][C:3](=[O:38])[NH:4][CH:5]([C:9]([N:11]1[CH:17]([C:18]2[NH:19][C:20]([C:23]3[CH:28]=[CH:27][C:26](B4OC(C)(C)C(C)(C)O4)=[CH:25][CH:24]=3)=[CH:21][N:22]=2)[CH2:16][C:13]2([CH2:15][CH2:14]2)[CH2:12]1)=[O:10])[CH:6]([CH3:8])[CH3:7].[C:39]([O:43][C:44]([N:46]1[CH2:50][CH:49]([C:51]#[N:52])[CH2:48][CH:47]1[C:53]1[NH:54][C:55]([C:58]2[CH:67]=[CH:66][C:65]3[C:60](=[CH:61][CH:62]=[C:63](Br)[CH:64]=3)[CH:59]=2)=[CH:56][N:57]=1)=[O:45])([CH3:42])([CH3:41])[CH3:40].C([O-])([O-])=O.[K+].[K+]. The catalyst is COCCOC.C1C=CC([P]([Pd]([P](C2C=CC=CC=2)(C2C=CC=CC=2)C2C=CC=CC=2)([P](C2C=CC=CC=2)(C2C=CC=CC=2)C2C=CC=CC=2)[P](C2C=CC=CC=2)(C2C=CC=CC=2)C2C=CC=CC=2)(C2C=CC=CC=2)C2C=CC=CC=2)=CC=1. The product is [C:39]([O:43][C:44]([N:46]1[CH2:50][CH:49]([C:51]#[N:52])[CH2:48][CH:47]1[C:53]1[NH:54][C:55]([C:58]2[CH:67]=[CH:66][C:65]3[C:60](=[CH:61][CH:62]=[C:63]([C:26]4[CH:25]=[CH:24][C:23]([C:20]5[NH:19][C:18]([CH:17]6[CH2:16][C:13]7([CH2:14][CH2:15]7)[CH2:12][N:11]6[C:9](=[O:10])[CH:5]([NH:4][C:3]([O:2][CH3:1])=[O:38])[CH:6]([CH3:8])[CH3:7])=[N:22][CH:21]=5)=[CH:28][CH:27]=4)[CH:64]=3)[CH:59]=2)=[CH:56][N:57]=1)=[O:45])([CH3:42])([CH3:41])[CH3:40]. The yield is 0.510. (2) The reactants are [Cl:1][C:2]1[N:10]=[CH:9][C:8]([Cl:11])=[CH:7][C:3]=1[C:4]([OH:6])=[O:5].[C:12](Cl)(=O)C(Cl)=O.CO. The catalyst is ClCCl.CN(C)C=O. The product is [Cl:1][C:2]1[N:10]=[CH:9][C:8]([Cl:11])=[CH:7][C:3]=1[C:4]([O:6][CH3:12])=[O:5]. The yield is 0.890. (3) The reactants are Br[CH2:2][C:3]1[CH:4]=[C:5]([C:9]2[CH:10]=[C:11]([C:21]([NH:23][CH2:24][C:25]3[C:26](=[O:33])[NH:27][C:28]([CH3:32])=[CH:29][C:30]=3[CH3:31])=[O:22])[C:12]3[CH:17]=[N:16][N:15]([CH:18]([CH3:20])[CH3:19])[C:13]=3[N:14]=2)[CH:6]=[CH:7][CH:8]=1.[CH3:34][N:35]([CH3:41])[CH2:36][CH2:37][CH2:38][NH:39][CH3:40]. The catalyst is CN(C=O)C. The product is [CH3:31][C:30]1[CH:29]=[C:28]([CH3:32])[NH:27][C:26](=[O:33])[C:25]=1[CH2:24][NH:23][C:21]([C:11]1[C:12]2[CH:17]=[N:16][N:15]([CH:18]([CH3:19])[CH3:20])[C:13]=2[N:14]=[C:9]([C:5]2[CH:6]=[CH:7][CH:8]=[C:3]([CH2:2][N:39]([CH2:38][CH2:37][CH2:36][N:35]([CH3:41])[CH3:34])[CH3:40])[CH:4]=2)[CH:10]=1)=[O:22]. The yield is 0.250. (4) The reactants are [CH:1]1[C:6]([N+:7]([O-:9])=[O:8])=[CH:5][C:4]([Cl:10])=[C:3]([NH:11][C:12]([C:14]2[CH:15]=[C:16]([Cl:21])[CH:17]=[CH:18][C:19]=2[OH:20])=[O:13])[CH:2]=1.C1C=CC(P(C2C=CC=CC=2)C2C=CC=CC=2)=CC=1.[C:41]([O:45][C:46]([N:48]1[CH2:53][CH2:52][N:51]([CH2:54][CH2:55]O)[CH2:50][CH2:49]1)=[O:47])([CH3:44])([CH3:43])[CH3:42].CC(OC(/N=N/C(OC(C)C)=O)=O)C. The catalyst is C1COCC1. The product is [C:41]([O:45][C:46]([N:48]1[CH2:53][CH2:52][N:51]([CH2:54][CH2:55][O:20][C:19]2[CH:18]=[CH:17][C:16]([Cl:21])=[CH:15][C:14]=2[C:12](=[O:13])[NH:11][C:3]2[CH:2]=[CH:1][C:6]([N+:7]([O-:9])=[O:8])=[CH:5][C:4]=2[Cl:10])[CH2:50][CH2:49]1)=[O:47])([CH3:44])([CH3:43])[CH3:42]. The yield is 0.910.